This data is from Full USPTO retrosynthesis dataset with 1.9M reactions from patents (1976-2016). The task is: Predict the reactants needed to synthesize the given product. The reactants are: [C:1]([OH:12])(=[O:11])/[CH:2]=[CH:3]/[CH2:4][CH2:5][CH2:6][CH2:7][CH2:8][CH2:9][CH3:10]. Given the product [CH2:1]([O:11][C:1](=[O:12])/[CH:2]=[CH:3]/[CH2:4][CH2:5][CH2:6][CH2:7][CH2:8][CH2:9][CH3:10])/[CH:2]=[CH:3]/[CH2:4][CH2:5][CH2:6][CH2:7][CH2:8][CH2:9][CH3:10], predict the reactants needed to synthesize it.